Dataset: Catalyst prediction with 721,799 reactions and 888 catalyst types from USPTO. Task: Predict which catalyst facilitates the given reaction. Reactant: [F:1][C:2]1[CH:7]=[C:6]([F:8])[CH:5]=[CH:4][C:3]=1[CH3:9].[N+:10]([O-])([OH:12])=[O:11]. Product: [F:1][C:2]1[CH:7]=[C:6]([F:8])[CH:5]=[C:4]([N+:10]([O-:12])=[O:11])[C:3]=1[CH3:9]. The catalyst class is: 82.